Dataset: NCI-60 drug combinations with 297,098 pairs across 59 cell lines. Task: Regression. Given two drug SMILES strings and cell line genomic features, predict the synergy score measuring deviation from expected non-interaction effect. (1) Drug 1: CN1CCC(CC1)COC2=C(C=C3C(=C2)N=CN=C3NC4=C(C=C(C=C4)Br)F)OC. Drug 2: CC1=CC2C(CCC3(C2CCC3(C(=O)C)OC(=O)C)C)C4(C1=CC(=O)CC4)C. Cell line: CAKI-1. Synergy scores: CSS=32.8, Synergy_ZIP=-4.79, Synergy_Bliss=-1.97, Synergy_Loewe=-52.7, Synergy_HSA=-5.17. (2) Drug 1: C1=NC2=C(N=C(N=C2N1C3C(C(C(O3)CO)O)O)F)N. Drug 2: C1CC(C1)(C(=O)O)C(=O)O.[NH2-].[NH2-].[Pt+2]. Cell line: PC-3. Synergy scores: CSS=15.2, Synergy_ZIP=-6.79, Synergy_Bliss=-5.24, Synergy_Loewe=-2.76, Synergy_HSA=-1.74.